From a dataset of Cav3 T-type calcium channel HTS with 100,875 compounds. Binary Classification. Given a drug SMILES string, predict its activity (active/inactive) in a high-throughput screening assay against a specified biological target. (1) The molecule is O1C(CC(CCCCC)C1=O)\C(=N\NC(=O)N)C. The result is 0 (inactive). (2) The drug is O=c1n(c2nc(nc(c2[nH]1)C(=O)N)CC(C)C)c1cc(ccc1)C. The result is 0 (inactive). (3) The compound is S=c1n(CCCOCC)c(=O)c2c([nH]1)cc(C(=O)N1CCC(CC1)C(=O)N)cc2. The result is 0 (inactive). (4) The drug is S1C(N(Cc2occc2)C(=O)C1)c1ccc(cc1)C(=O)NC(CCC)C. The result is 0 (inactive).